Dataset: Forward reaction prediction with 1.9M reactions from USPTO patents (1976-2016). Task: Predict the product of the given reaction. (1) Given the reactants F[C:2]1[CH:7]=[C:6]([I:8])[CH:5]=[CH:4][C:3]=1[NH:9][C:10]([NH:12][CH3:13])=[O:11].[H-].[Na+], predict the reaction product. The product is: [I:8][C:6]1[CH:7]=[CH:2][C:3]2[NH:9][C:10](=[O:11])[N:12]([CH3:13])[C:4]=2[CH:5]=1. (2) Given the reactants [OH:1][C:2]1[CH:7]=[CH:6][C:5]([C:8]2[CH:9]=[C:10]3[C:15](=[CH:16][CH:17]=2)[N:14]=[C:13]([C:18]([O:20][CH3:21])=[O:19])[CH:12]=[CH:11]3)=[CH:4][CH:3]=1.[Cl:22][C:23]1[CH:28]=[CH:27][CH:26]=[C:25]([Cl:29])[C:24]=1[C:30]1[C:34]([CH2:35][CH2:36][CH2:37]O)=[C:33]([CH:39]([CH3:41])[CH3:40])[O:32][N:31]=1.C1(P(C2C=CC=CC=2)C2C=CC=CC=2)C=CC=CC=1.N(C(OC(C)C)=O)=NC(OC(C)C)=O, predict the reaction product. The product is: [Cl:29][C:25]1[CH:26]=[CH:27][CH:28]=[C:23]([Cl:22])[C:24]=1[C:30]1[C:34]([CH2:35][CH2:36][CH2:37][O:1][C:2]2[CH:7]=[CH:6][C:5]([C:8]3[CH:9]=[C:10]4[C:15](=[CH:16][CH:17]=3)[N:14]=[C:13]([C:18]([O:20][CH3:21])=[O:19])[CH:12]=[CH:11]4)=[CH:4][CH:3]=2)=[C:33]([CH:39]([CH3:40])[CH3:41])[O:32][N:31]=1. (3) Given the reactants C[O:2][C:3](=[O:30])[C:4]([CH3:29])([CH3:28])[C@H:5]([NH:7][C:8]1[C:9]2[N:10]([CH:17]=[C:18]([C:20]3[CH:21]=[N:22][C:23]([O:26][CH3:27])=[CH:24][CH:25]=3)[CH:19]=2)[N:11]=[CH:12][C:13]=1[C:14](=[O:16])[NH2:15])[CH3:6].[OH-].[K+].Cl, predict the reaction product. The product is: [C:14]([C:13]1[CH:12]=[N:11][N:10]2[CH:17]=[C:18]([C:20]3[CH:21]=[N:22][C:23]([O:26][CH3:27])=[CH:24][CH:25]=3)[CH:19]=[C:9]2[C:8]=1[NH:7][C@H:5]([CH3:6])[C:4]([CH3:29])([CH3:28])[C:3]([OH:30])=[O:2])(=[O:16])[NH2:15]. (4) Given the reactants [Br:1][C:2]1[C:7]([F:8])=[CH:6][C:5]([NH:9][C:10]([NH:12][NH:13][C:14](=O)[CH2:15][C@@H:16]2[CH2:20][CH2:19][N:18]([C:21]([CH:23]3[CH2:25][CH2:24]3)=[O:22])[CH2:17]2)=[O:11])=[C:4]([F:27])[CH:3]=1.C(=O)([O-])[O-].[K+].[K+].Cl, predict the reaction product. The product is: [Br:1][C:2]1[C:7]([F:8])=[CH:6][C:5]([N:9]2[C:14]([CH2:15][C@@H:16]3[CH2:20][CH2:19][N:18]([C:21]([CH:23]4[CH2:25][CH2:24]4)=[O:22])[CH2:17]3)=[N:13][NH:12][C:10]2=[O:11])=[C:4]([F:27])[CH:3]=1. (5) The product is: [Br:5][C:6]1[CH:11]=[C:10]([CH3:12])[C:9]([NH:13][C:14]2[N:19]=[C:18]([NH:4][CH:2]([CH3:3])[CH3:1])[N:17]=[C:16]([NH:21][C:22]3[CH:29]=[CH:28][C:25]([C:26]#[N:27])=[CH:24][CH:23]=3)[N:15]=2)=[C:8]([CH3:30])[CH:7]=1. Given the reactants [CH3:1][CH:2]([NH2:4])[CH3:3].[Br:5][C:6]1[CH:11]=[C:10]([CH3:12])[C:9]([NH:13][C:14]2[N:19]=[C:18](Cl)[N:17]=[C:16]([NH:21][C:22]3[CH:29]=[CH:28][C:25]([C:26]#[N:27])=[CH:24][CH:23]=3)[N:15]=2)=[C:8]([CH3:30])[CH:7]=1, predict the reaction product. (6) Given the reactants [C:1]1([C:7]2[O:11][C:10]([C:12](OCC)=[O:13])=[C:9]([NH:17][C:18]([NH2:20])=[O:19])[CH:8]=2)[CH:6]=[CH:5][CH:4]=[CH:3][CH:2]=1.[OH-].[Na+].Cl, predict the reaction product. The product is: [C:1]1([C:7]2[O:11][C:10]3[C:12]([OH:13])=[N:20][C:18]([OH:19])=[N:17][C:9]=3[CH:8]=2)[CH:6]=[CH:5][CH:4]=[CH:3][CH:2]=1. (7) Given the reactants F[C:2]1[CH:9]=[CH:8][CH:7]=[C:6]([C:10]([F:13])([F:12])[F:11])[C:3]=1[C:4]#[N:5].[NH:14]1[CH2:19][CH2:18][NH:17][CH2:16][CH2:15]1, predict the reaction product. The product is: [C:4]([C:3]1[C:6]([C:10]([F:13])([F:12])[F:11])=[CH:7][CH:8]=[CH:9][C:2]=1[N:14]1[CH2:19][CH2:18][NH:17][CH2:16][CH2:15]1)#[N:5]. (8) Given the reactants [N:1]1[CH:2]=[CH:3][N:4]2[C:12]3[C:7](=[N:8][CH:9]=[CH:10][CH:11]=3)[N:6]([C:13]3[CH:18]=[CH:17][C:16]([OH:19])=[CH:15][CH:14]=3)[C:5]=12.[H-].[Na+].[CH3:22][N:23]1[C:27]2=[N:28][CH:29]=[CH:30][CH:31]=[C:26]2[N:25]=[C:24]1S(C)(=O)=O.O, predict the reaction product. The product is: [CH3:22][N:23]1[C:27]2=[N:28][CH:29]=[CH:30][CH:31]=[C:26]2[N:25]=[C:24]1[O:19][C:16]1[CH:17]=[CH:18][C:13]([N:6]2[C:7]3=[N:8][CH:9]=[CH:10][CH:11]=[C:12]3[N:4]3[CH:3]=[CH:2][N:1]=[C:5]23)=[CH:14][CH:15]=1. (9) Given the reactants [F:1][C:2]1[CH:30]=[C:29]([F:31])[CH:28]=[CH:27][C:3]=1[O:4][C:5]1[CH:6]=[CH:7][C:8]2[N:9]([CH:11]=[CH:12][C:13](=[O:26])[C:14]=2[C:15]2[CH:16]=[C:17]([CH:21]=[CH:22][C:23]=2[O:24][CH3:25])[C:18]([OH:20])=O)[N:10]=1.C(N(CC)CC)C.C(OC(Cl)=O)C.[CH:45]1([NH2:48])[CH2:47][CH2:46]1, predict the reaction product. The product is: [CH:45]1([NH:48][C:18](=[O:20])[C:17]2[CH:21]=[CH:22][C:23]([O:24][CH3:25])=[C:15]([C:14]3[C:13](=[O:26])[CH:12]=[CH:11][N:9]4[C:8]=3[CH:7]=[CH:6][C:5]([O:4][C:3]3[CH:27]=[CH:28][C:29]([F:31])=[CH:30][C:2]=3[F:1])=[N:10]4)[CH:16]=2)[CH2:47][CH2:46]1. (10) Given the reactants [C:1]([CH2:3][C:4]1[CH:9]=[CH:8][C:7](B(O)O)=[CH:6][CH:5]=1)#[N:2].I[C:14]1[C:22]2[C:17](=[N:18][CH:19]=[N:20][C:21]=2[NH2:23])[N:16]([CH:24]([CH3:26])[CH3:25])[N:15]=1.C([O-])([O-])=O.[Na+].[Na+], predict the reaction product. The product is: [NH2:23][C:21]1[N:20]=[CH:19][N:18]=[C:17]2[N:16]([CH:24]([CH3:26])[CH3:25])[N:15]=[C:14]([C:7]3[CH:8]=[CH:9][C:4]([CH2:3][C:1]#[N:2])=[CH:5][CH:6]=3)[C:22]=12.